Task: Predict the product of the given reaction.. Dataset: Forward reaction prediction with 1.9M reactions from USPTO patents (1976-2016) (1) Given the reactants [CH:1]([O:4][CH2:5][CH2:6][CH2:7][NH:8][C:9]1[CH:14]=[CH:13][C:12]([N+:15]([O-])=O)=[CH:11][C:10]=1[O:18][CH3:19])([CH3:3])[CH3:2].C1(N)C(F)=C(F)C(F)=C(N)C=1F.[ClH:32].Cl, predict the reaction product. The product is: [ClH:32].[ClH:32].[NH2:15][C:12]1[CH:13]=[CH:14][C:9]([NH:8][CH2:7][CH2:6][CH2:5][O:4][CH:1]([CH3:3])[CH3:2])=[C:10]([O:18][CH3:19])[CH:11]=1. (2) Given the reactants [F:1][C:2]1[C:7]([F:8])=[CH:6][CH:5]=[CH:4][C:3]=1[C:9]1[N:17]=[C:12]2[CH:13]=[N:14][NH:15][CH:16]=[C:11]2[N:10]=1.Cl[CH2:19][C:20]1[O:24][N:23]=[C:22]([C:25]2[CH:30]=[CH:29][C:28]([O:31][CH2:32][CH3:33])=[CH:27][CH:26]=2)[CH:21]=1, predict the reaction product. The product is: [F:1][C:2]1[C:7]([F:8])=[CH:6][CH:5]=[CH:4][C:3]=1[C:9]1[N:17]=[C:12]2[CH:13]=[N:14][N:15]([CH2:19][C:20]3[O:24][N:23]=[C:22]([C:25]4[CH:30]=[CH:29][C:28]([O:31][CH2:32][CH3:33])=[CH:27][CH:26]=4)[CH:21]=3)[CH:16]=[C:11]2[N:10]=1. (3) Given the reactants [CH2:1]([C:3]([CH2:21][CH3:22])([C:7]1[CH:12]=[CH:11][CH:10]=[CH:9][C:8]=1[O:13][CH2:14][C:15]1[CH:20]=[CH:19][CH:18]=[CH:17][CH:16]=1)C(N)=O)[CH3:2].FC(F)(F)C(OI(C1C=CC=CC=1)OC(=O)C(F)(F)F)=O.C(#[N:46])C, predict the reaction product. The product is: [CH2:1]([C:3]([CH2:21][CH3:22])([C:7]1[CH:12]=[CH:11][CH:10]=[CH:9][C:8]=1[O:13][CH2:14][C:15]1[CH:20]=[CH:19][CH:18]=[CH:17][CH:16]=1)[NH2:46])[CH3:2]. (4) The product is: [CH2:16]([O:18][C:19]([C:21]1[C:22]([O:6][S:7]([C:10]([F:11])([F:12])[F:13])(=[O:8])=[O:9])=[N:23][C:24]2[C:29]([C:30]=1[CH3:31])=[CH:28][CH:27]=[C:26]([C:32]([F:35])([F:33])[F:34])[CH:25]=2)=[O:20])[CH3:17]. Given the reactants FC(F)(F)S([O:6][S:7]([C:10]([F:13])([F:12])[F:11])(=[O:9])=[O:8])(=O)=O.[CH2:16]([O:18][C:19]([C:21]1[C:22](O)=[N:23][C:24]2[C:29]([C:30]=1[CH3:31])=[CH:28][CH:27]=[C:26]([C:32]([F:35])([F:34])[F:33])[CH:25]=2)=[O:20])[CH3:17].CCN(CC)CC, predict the reaction product. (5) Given the reactants [CH2:1]([NH2:8])[C:2]1[CH:7]=[CH:6][CH:5]=[CH:4][CH:3]=1.C(O[BH-](OC(=O)C)OC(=O)C)(=O)C.[Na+].C(O)(=O)C.[NH:27]1[C:35]2[C:30](=[CH:31][CH:32]=[CH:33][C:34]=2[CH:36]=O)[CH:29]=[CH:28]1, predict the reaction product. The product is: [CH2:1]([NH:8][CH2:36][C:34]1[CH:33]=[CH:32][CH:31]=[C:30]2[C:35]=1[NH:27][CH:28]=[CH:29]2)[C:2]1[CH:7]=[CH:6][CH:5]=[CH:4][CH:3]=1. (6) Given the reactants P(N=[N+]=[N-])(=O)([O:9][C:10]1C=CC=CC=1)OC1C=CC=CC=1.[N:20]1[CH:25]=[CH:24][N:23]=[CH:22][C:21]=1C(O)=O.CC[N:31](C(C)C)C(C)C.[CH3:38][C@H:39]1[O:44][C@H:43]([CH3:45])[CH2:42][N:41]([C:46]2[CH:47]=[CH:48][C:49]3[N:55]4[CH2:56][C@H:52]([CH2:53][CH2:54]4)[NH:51][C:50]=3[N:57]=2)[CH2:40]1, predict the reaction product. The product is: [CH3:45][C@@H:43]1[CH2:42][N:41]([C:46]2[CH:47]=[CH:48][C:49]3[N:55]4[CH2:56][C@H:52]([CH2:53][CH2:54]4)[N:51]([C:10]([NH:31][C:21]4[CH:22]=[N:23][CH:24]=[CH:25][N:20]=4)=[O:9])[C:50]=3[N:57]=2)[CH2:40][C@@H:39]([CH3:38])[O:44]1. (7) Given the reactants C[O-].[Na+].[C:4]([C:7]1[CH:14]=[CH:13][CH:12]=[CH:11][C:8]=1[CH:9]=[O:10])([OH:6])=O.[C:15]1([C:24]2[C:19](=[CH:20][CH:21]=[CH:22][CH:23]=2)[CH2:18]O1)=[O:16], predict the reaction product. The product is: [CH:20]1[C:19]2[C:18]3[C:9](=[O:10])[C:8]4[CH:11]=[CH:12][CH:13]=[CH:14][C:7]=4[C:4]=3[O:6][C:15](=[O:16])[C:24]=2[CH:23]=[CH:22][CH:21]=1. (8) Given the reactants [C:1]([C:4]1[C:12]2[N:11]=[C:10]([C:13]34[CH2:18][CH:16]([CH2:17]3)[CH2:15][N:14]4[CH2:19][CH2:20][N:21]3[CH2:26][CH2:25][N:24](C(OC(C)(C)C)=O)[CH2:23][CH2:22]3)[NH:9][C:8]=2[CH:7]=[CH:6][CH:5]=1)(=[O:3])[NH2:2], predict the reaction product. The product is: [N:21]1([CH2:20][CH2:19][N:14]2[CH2:15][CH:16]3[CH2:17][C:13]2([C:10]2[NH:9][C:8]4[CH:7]=[CH:6][CH:5]=[C:4]([C:1]([NH2:2])=[O:3])[C:12]=4[N:11]=2)[CH2:18]3)[CH2:26][CH2:25][NH:24][CH2:23][CH2:22]1. (9) Given the reactants [CH3:1][O:2][C:3]([C:5]1[CH:6]=[C:7]2[C:11](=[CH:12][CH:13]=1)[CH2:10][NH:9][CH2:8]2)=[O:4].C(N(CC)CC)C.Cl[C:22]([O:24][CH2:25][C:26]([Cl:29])([Cl:28])[Cl:27])=[O:23], predict the reaction product. The product is: [Cl:27][C:26]([Cl:29])([Cl:28])[CH2:25][O:24][C:22]([N:9]1[CH2:8][C:7]2[C:11](=[CH:12][CH:13]=[C:5]([C:3]([O:2][CH3:1])=[O:4])[CH:6]=2)[CH2:10]1)=[O:23]. (10) The product is: [ClH:39].[CH2:31]1[C:22]2[C:21]3[CH:20]=[CH:19][C:18]([N:3]4[CH:4]=[CH:5][C:6]([C:8]5[N:9]=[N:10][C:11]([C:14]([F:15])([F:17])[F:16])=[CH:12][CH:13]=5)=[CH:7][C:2]4=[O:1])=[CH:26][C:25]=3[NH:24][C:23]=2[CH2:27][CH2:28][CH2:29][NH:30]1. Given the reactants [O:1]=[C:2]1[CH:7]=[C:6]([C:8]2[N:9]=[N:10][C:11]([C:14]([F:17])([F:16])[F:15])=[CH:12][CH:13]=2)[CH:5]=[CH:4][N:3]1[C:18]1[CH:19]=[CH:20][C:21]2[C:22]3[CH2:31][N:30](C(OC(C)(C)C)=O)[CH2:29][CH2:28][CH2:27][C:23]=3[NH:24][C:25]=2[CH:26]=1.[ClH:39], predict the reaction product.